This data is from Full USPTO retrosynthesis dataset with 1.9M reactions from patents (1976-2016). The task is: Predict the reactants needed to synthesize the given product. (1) The reactants are: [CH2:1]([O:3][C:4](=[O:38])[C:5]1[CH:10]=[CH:9][C:8]([N:11]2[CH:15]=[C:14]([C:16]3[CH:21]=[CH:20][C:19]([Cl:22])=[CH:18][C:17]=3[Cl:23])[N:13]=[C:12]2[CH2:24][C:25]2[CH:30]=[CH:29][C:28]([C:31]3[CH:36]=[CH:35][C:34]([NH2:37])=[CH:33][CH:32]=3)=[CH:27][CH:26]=2)=[CH:7][CH:6]=1)C.[F:39][C:40]([F:52])([F:51])[C:41]1[CH:42]=[C:43]([S:47](Cl)(=[O:49])=[O:48])[CH:44]=[CH:45][CH:46]=1. Given the product [CH3:1][O:3][C:4](=[O:38])[C:5]1[CH:10]=[CH:9][C:8]([N:11]2[CH:15]=[C:14]([C:16]3[CH:21]=[CH:20][C:19]([Cl:22])=[CH:18][C:17]=3[Cl:23])[N:13]=[C:12]2[CH2:24][C:25]2[CH:26]=[CH:27][C:28]([C:31]3[CH:36]=[CH:35][C:34]([NH:37][S:47]([C:43]4[CH:44]=[CH:45][CH:46]=[C:41]([C:40]([F:39])([F:51])[F:52])[CH:42]=4)(=[O:49])=[O:48])=[CH:33][CH:32]=3)=[CH:29][CH:30]=2)=[CH:7][CH:6]=1, predict the reactants needed to synthesize it. (2) The reactants are: [Na].Cl[C:3]1[N:8]=[C:7]([CH3:9])[C:6]([N+:10]([O-:12])=[O:11])=[CH:5][CH:4]=1.[C:13](O)(=[O:15])C. Given the product [CH3:13][O:15][C:3]1[N:8]=[C:7]([CH3:9])[C:6]([N+:10]([O-:12])=[O:11])=[CH:5][CH:4]=1, predict the reactants needed to synthesize it.